Dataset: Reaction yield outcomes from USPTO patents with 853,638 reactions. Task: Predict the reaction yield, written as a fraction of the theoretical maximum amount of product (1.0 means a 100% yield; for example, 0.34 means a 34% yield). The reactants are [CH3:1][C:2]([C:5]1[CH:10]=[C:9]([C:11]([O:13][CH3:14])=[O:12])[CH:8]=[CH:7][C:6]=1[C:15]1[CH:20]=[C:19]([O:21]C)[CH:18]=[CH:17][C:16]=1[F:23])([CH3:4])[CH3:3].B(Br)(Br)Br. The catalyst is C(Cl)Cl. The product is [CH3:4][C:2]([C:5]1[CH:10]=[C:9]([C:11]([O:13][CH3:14])=[O:12])[CH:8]=[CH:7][C:6]=1[C:15]1[CH:20]=[C:19]([OH:21])[CH:18]=[CH:17][C:16]=1[F:23])([CH3:1])[CH3:3]. The yield is 0.610.